This data is from Catalyst prediction with 721,799 reactions and 888 catalyst types from USPTO. The task is: Predict which catalyst facilitates the given reaction. (1) The catalyst class is: 49. Product: [OH:17][CH2:16][C:15]1[CH:19]=[CH:20][C:12]([O:11][C:9]2[CH:8]=[CH:7][C:6]3[B:2]([OH:1])[O:3][CH2:4][C:5]=3[CH:10]=2)=[CH:13][CH:14]=1. Reactant: [OH:1][B:2]1[C:6]2[CH:7]=[CH:8][C:9]([O:11][C:12]3[CH:20]=[CH:19][C:15]([C:16](O)=[O:17])=[CH:14][CH:13]=3)=[CH:10][C:5]=2[CH2:4][O:3]1.B(OC)(OC)OC.CO.C([O-])(O)=O.[Na+]. (2) Reactant: [CH3:1][C:2]1[C:7]([NH2:8])=[CH:6][CH:5]=[CH:4][C:3]=1[C:9]1[CH:14]=[CH:13][C:12]([CH3:15])=[CH:11][CH:10]=1.C(N(CC)CC)C.[C:23](Cl)(=[O:27])[CH2:24][CH2:25][CH3:26].C1CCCCC1. Product: [CH3:1][C:2]1[C:7]([NH:8][C:23](=[O:27])[CH2:24][CH2:25][CH3:26])=[CH:6][CH:5]=[CH:4][C:3]=1[C:9]1[CH:14]=[CH:13][C:12]([CH3:15])=[CH:11][CH:10]=1. The catalyst class is: 2. (3) Reactant: [Cl:1][C:2]1[CH2:3][O:4][C:5](=[O:8])[C:6]=1[CH3:7].C1C(=O)N([Br:16])C(=O)C1. Product: [Br:16][CH:3]1[O:4][C:5](=[O:8])[C:6]([CH3:7])=[C:2]1[Cl:1]. The catalyst class is: 53. (4) Reactant: [C:1]([O:5][C:6](=[O:30])[NH:7][CH2:8][C:9]1[C:10]([CH2:26][CH:27]([CH3:29])[CH3:28])=[N:11][C:12]([CH3:25])=[C:13]([CH2:22][C:23]#N)[C:14]=1[C:15]1[CH:20]=[CH:19][C:18]([CH3:21])=[CH:17][CH:16]=1)([CH3:4])([CH3:3])[CH3:2].[OH-:31].[Na+].Cl.CI.[C:36](=O)([O-])[O-:37].[K+].[K+]. Product: [CH3:36][O:37][C:23](=[O:31])[CH2:22][C:13]1[C:12]([CH3:25])=[N:11][C:10]([CH2:26][CH:27]([CH3:28])[CH3:29])=[C:9]([CH2:8][NH:7][C:6]([O:5][C:1]([CH3:3])([CH3:2])[CH3:4])=[O:30])[C:14]=1[C:15]1[CH:16]=[CH:17][C:18]([CH3:21])=[CH:19][CH:20]=1. The catalyst class is: 162. (5) Reactant: [O:1]=[C:2]1[CH2:10][C:9]2[C:4](=[CH:5][CH:6]=[C:7]([C:11]3[S:15][C:14]([NH:16][CH2:17][C@@H:18]([NH:30]C(=O)OC(C)(C)C)[CH2:19][C:20]4[CH:25]=[CH:24][C:23]([C:26]([F:29])([F:28])[F:27])=[CH:22][CH:21]=4)=[N:13][N:12]=3)[CH:8]=2)[NH:3]1.C(O)(C(F)(F)F)=O. Product: [NH2:30][C@@H:18]([CH2:19][C:20]1[CH:21]=[CH:22][C:23]([C:26]([F:27])([F:28])[F:29])=[CH:24][CH:25]=1)[CH2:17][NH:16][C:14]1[S:15][C:11]([C:7]2[CH:8]=[C:9]3[C:4](=[CH:5][CH:6]=2)[NH:3][C:2](=[O:1])[CH2:10]3)=[N:12][N:13]=1. The catalyst class is: 2. (6) Reactant: C[N:2]([CH:21]1[CH:28]2[CH2:29][C:24]3([C:31](O)=[O:32])[CH2:25][CH:26]([CH2:30][CH:22]1[CH2:23]3)[CH2:27]2)[C:3](=[O:20])[C:4]([N:7]([CH2:18][CH3:19])[S:8]([C:11]1[CH:16]=[CH:15][CH:14]=[CH:13][C:12]=1[CH3:17])(=[O:10])=[O:9])([CH3:6])[CH3:5].C[CH2:35][N:36]=C=NCCCN(C)C.C1C=CC2N(O)N=NC=2C=1.[NH4+].[OH-]. Product: [CH3:35][NH:36][C:31]([C:24]12[CH2:29][CH:28]3[CH2:27][CH:26]([CH2:30][CH:22]([CH:21]3[NH:2][C:3](=[O:20])[C:4]([N:7]([CH2:18][CH3:19])[S:8]([C:11]3[CH:16]=[CH:15][CH:14]=[CH:13][C:12]=3[CH3:17])(=[O:9])=[O:10])([CH3:6])[CH3:5])[CH2:23]1)[CH2:25]2)=[O:32]. The catalyst class is: 34.